This data is from Catalyst prediction with 721,799 reactions and 888 catalyst types from USPTO. The task is: Predict which catalyst facilitates the given reaction. (1) Reactant: [NH2:1][C:2]1[N:6]([C:7]2[CH:8]=[N:9][CH:10]=[N:11][CH:12]=2)[N:5]=[CH:4][C:3]=1[C:13]([O-:15])=O.[Na+].F[B-](F)(F)F.[N:22]1(O[C+](N(C)C)N(C)C)[C:26]2C=CC=CC=2N=N1.CN.C(N(CC)C(C)C)(C)C. Product: [NH2:1][C:2]1[N:6]([C:7]2[CH:12]=[N:11][CH:10]=[N:9][CH:8]=2)[N:5]=[CH:4][C:3]=1[C:13]([NH:22][CH3:26])=[O:15]. The catalyst class is: 348. (2) Reactant: [H-].[Na+].[CH3:3][O:4][C:5]1[CH:6]=[CH:7][C:8]([CH2:11][OH:12])=[CH:9][CH:10]=1.C1OCCOCCOCCOCCOC1.[Cl:28][C:29]1[CH:38]=[C:37](Cl)[C:36]2[C:31](=[C:32]([Cl:42])[C:33]([O:40][CH3:41])=[CH:34][CH:35]=2)[N:30]=1.[NH4+].[Cl-]. Product: [CH3:3][O:4][C:5]1[CH:10]=[CH:9][C:8]([CH2:11][O:12][C:37]2[C:36]3[C:31](=[C:32]([Cl:42])[C:33]([O:40][CH3:41])=[CH:34][CH:35]=3)[N:30]=[C:29]([Cl:28])[CH:38]=2)=[CH:7][CH:6]=1. The catalyst class is: 248.